Dataset: Catalyst prediction with 721,799 reactions and 888 catalyst types from USPTO. Task: Predict which catalyst facilitates the given reaction. (1) Reactant: [CH2:1]([N:5]([CH3:24])[C:6]([C:8]1[CH:9]=[C:10]([C:21]([OH:23])=O)[CH:11]=[C:12]([C:14]2[CH:19]=[CH:18][C:17]([CH3:20])=[CH:16][CH:15]=2)[CH:13]=1)=[O:7])[CH:2]([CH3:4])[CH3:3].Cl.CN(C)CCCN=C=NCC.O.ON1C2C=CC=CC=2N=N1.[NH2:48][C@@H:49]([C:52]1[CH:53]=[N:54][C:55]([O:58][CH3:59])=[CH:56][CH:57]=1)[CH2:50][OH:51].C(N(CC)C(C)C)(C)C. Product: [OH:51][CH2:50][C@@H:49]([NH:48][C:21]([C:10]1[CH:11]=[C:12]([C:14]2[CH:15]=[CH:16][C:17]([CH3:20])=[CH:18][CH:19]=2)[CH:13]=[C:8]([C:6]([N:5]([CH2:1][CH:2]([CH3:4])[CH3:3])[CH3:24])=[O:7])[CH:9]=1)=[O:23])[C:52]1[CH:53]=[N:54][C:55]([O:58][CH3:59])=[CH:56][CH:57]=1. The catalyst class is: 2. (2) Reactant: [C:1](Cl)(=[O:3])[CH3:2].[CH3:5][C:6]1[CH:34]=[CH:33][C:9]([CH2:10][N:11]2[C:19]3[C:14](=[CH:15][C:16]([C:20]4[CH:25]=[CH:24][C:23]([O:26][C:27]([F:30])([F:29])[F:28])=[CH:22][CH:21]=4)=[CH:17][CH:18]=3)[CH:13]=[C:12]2[CH2:31][OH:32])=[CH:8][CH:7]=1.C(N(CC)C(C)C)(C)C. Product: [C:1]([O:32][CH2:31][C:12]1[N:11]([CH2:10][C:9]2[CH:8]=[CH:7][C:6]([CH3:5])=[CH:34][CH:33]=2)[C:19]2[C:14]([CH:13]=1)=[CH:15][C:16]([C:20]1[CH:25]=[CH:24][C:23]([O:26][C:27]([F:29])([F:30])[F:28])=[CH:22][CH:21]=1)=[CH:17][CH:18]=2)(=[O:3])[CH3:2]. The catalyst class is: 2. (3) Reactant: [CH2:1]([S:5]([NH:8][C:9]1[CH:10]=[C:11]([CH:16]=[C:17]([CH2:19][CH2:20][CH3:21])[CH:18]=1)[C:12]([O:14][CH3:15])=[O:13])(=[O:7])=[O:6])[CH2:2][CH:3]=[CH2:4].[CH2:22](O)[CH:23]=[CH2:24].C1(P(C2C=CC=CC=2)C2C=CC=CC=2)C=CC=CC=1.N(C(OC(C)C)=O)=NC(OC(C)C)=O. Product: [CH2:1]([S:5]([N:8]([CH2:24][CH:23]=[CH2:22])[C:9]1[CH:10]=[C:11]([CH:16]=[C:17]([CH2:19][CH2:20][CH3:21])[CH:18]=1)[C:12]([O:14][CH3:15])=[O:13])(=[O:7])=[O:6])[CH2:2][CH:3]=[CH2:4]. The catalyst class is: 11. (4) Reactant: [F:1][C:2]1[C:7]([N+:8]([O-:10])=[O:9])=[CH:6][C:5]([CH2:11][C:12]([O:14]CC)=[O:13])=[C:4]([C:17]#[C:18][Si](C)(C)C)[CH:3]=1.C([O-])([O-])=O.[K+].[K+].[CH2:29]1COC[CH2:30]1.CO. Product: [CH2:29]([CH:11]([C:5]1[CH:6]=[C:7]([N+:8]([O-:10])=[O:9])[C:2]([F:1])=[CH:3][C:4]=1[C:17]#[CH:18])[C:12]([OH:14])=[O:13])[CH3:30]. The catalyst class is: 28. (5) Reactant: [CH3:1][C:2]1[N:7]=[C:6]([N:8]2[CH2:13][CH2:12][CH:11]([N:14](C)[C:15](=O)OCC3C=CC=CC=3)[CH2:10][CH2:9]2)[CH:5]=[C:4]([CH3:26])[N:3]=1. Product: [CH3:1][C:2]1[N:7]=[C:6]([N:8]2[CH2:13][CH2:12][CH:11]([NH:14][CH3:15])[CH2:10][CH2:9]2)[CH:5]=[C:4]([CH3:26])[N:3]=1. The catalyst class is: 5. (6) The catalyst class is: 86. Product: [Cl:1][C:2]1[CH:3]=[C:4]2[C:8](=[CH:9][CH:10]=1)[NH:7][C:6]([S:11]([N:14]1[CH2:19][CH2:18][N:17]([C:20]([CH:22]3[CH2:27][CH2:26][N:25]([C:28]4[CH:33]=[CH:32][C:31](=[O:37])[NH:30][N:29]=4)[CH2:24][CH2:23]3)=[O:21])[CH2:16][CH2:15]1)(=[O:13])=[O:12])=[CH:5]2. Reactant: [Cl:1][C:2]1[CH:3]=[C:4]2[C:8](=[CH:9][CH:10]=1)[NH:7][C:6]([S:11]([N:14]1[CH2:19][CH2:18][N:17]([C:20]([CH:22]3[CH2:27][CH2:26][N:25]([C:28]4[N:29]=[N:30][C:31](Cl)=[CH:32][CH:33]=4)[CH2:24][CH2:23]3)=[O:21])[CH2:16][CH2:15]1)(=[O:13])=[O:12])=[CH:5]2.C([O-])(=[O:37])C.[K+]. (7) Reactant: [CH3:1][C:2]([CH3:30])([S:4]([NH:6][C:7]1([C:18]2[CH:23]=[CH:22][C:21]([C:24]#[C:25][Si](C)(C)C)=[CH:20][CH:19]=2)[CH2:10][N:9]([C:11]([O:13][C:14]([CH3:17])([CH3:16])[CH3:15])=[O:12])[CH2:8]1)=[O:5])[CH3:3].C(=O)([O-])[O-].[K+].[K+].O. Product: [CH3:3][C:2]([CH3:30])([S:4]([NH:6][C:7]1([C:18]2[CH:23]=[CH:22][C:21]([C:24]#[CH:25])=[CH:20][CH:19]=2)[CH2:10][N:9]([C:11]([O:13][C:14]([CH3:15])([CH3:16])[CH3:17])=[O:12])[CH2:8]1)=[O:5])[CH3:1]. The catalyst class is: 5. (8) Reactant: [N+:1]([C:4]1[C:5]([NH:9][C:10](=[O:12])[CH3:11])=[N:6][NH:7][CH:8]=1)([O-:3])=[O:2].Cl[CH2:14][C:15]([NH:17][C:18]1[CH:23]=[CH:22][CH:21]=[C:20]([F:24])[CH:19]=1)=[O:16].C(=O)([O-])[O-].[K+].[K+]. Product: [C:10]([NH:9][C:5]1[C:4]([N+:1]([O-:3])=[O:2])=[CH:8][N:7]([CH2:14][C:15]([NH:17][C:18]2[CH:23]=[CH:22][CH:21]=[C:20]([F:24])[CH:19]=2)=[O:16])[N:6]=1)(=[O:12])[CH3:11]. The catalyst class is: 9. (9) Reactant: [C:1]([O:5][C:6]([NH:8][C:9]1[N:14]=[C:13]([CH2:15][C:16]([CH:18]2[CH2:23][CH2:22][N:21]([C:24]([O:26][C:27]([CH3:30])([CH3:29])[CH3:28])=[O:25])[CH2:20][CH2:19]2)=[O:17])[CH:12]=[CH:11][CH:10]=1)=[O:7])([CH3:4])([CH3:3])[CH3:2].[BH4-].[Na+]. Product: [C:1]([O:5][C:6]([NH:8][C:9]1[N:14]=[C:13]([CH2:15][CH:16]([CH:18]2[CH2:19][CH2:20][N:21]([C:24]([O:26][C:27]([CH3:30])([CH3:29])[CH3:28])=[O:25])[CH2:22][CH2:23]2)[OH:17])[CH:12]=[CH:11][CH:10]=1)=[O:7])([CH3:3])([CH3:4])[CH3:2]. The catalyst class is: 7. (10) Reactant: C[O:2][C:3](=[O:35])[C:4]1[CH:9]=[CH:8][C:7]([NH:10][C:11](=[O:34])[CH:12]([C:20]2[CH:25]=[CH:24][C:23]([S:26]([CH3:29])(=[O:28])=[O:27])=[C:22]([C:30]([F:33])([F:32])[F:31])[CH:21]=2)[CH2:13][CH:14]2[CH2:19][CH2:18][CH2:17][CH2:16][O:15]2)=[N:6][CH:5]=1.[OH-].[Na+]. Product: [CH3:29][S:26]([C:23]1[CH:24]=[CH:25][C:20]([CH:12]([CH2:13][CH:14]2[CH2:19][CH2:18][CH2:17][CH2:16][O:15]2)[C:11]([NH:10][C:7]2[CH:8]=[CH:9][C:4]([C:3]([OH:35])=[O:2])=[CH:5][N:6]=2)=[O:34])=[CH:21][C:22]=1[C:30]([F:31])([F:33])[F:32])(=[O:28])=[O:27]. The catalyst class is: 24.